Dataset: Reaction yield outcomes from USPTO patents with 853,638 reactions. Task: Predict the reaction yield, written as a fraction of the theoretical maximum amount of product (1.0 means a 100% yield; for example, 0.34 means a 34% yield). (1) The reactants are [C:1]([O:5][C:6]([N:8]([CH2:13][C:14]1[CH:15]=[CH:16][C:17]([C:20]2[S:28][C:27]3[C:22](=[N:23][CH:24]=[CH:25][C:26]=3[O:29][C:30]3[CH:35]=[CH:34][C:33]([NH:36][C:37](=[O:43])[CH2:38][C:39]([O:41]C)=[O:40])=[CH:32][C:31]=3[F:44])[CH:21]=2)=[N:18][CH:19]=1)[CH2:9][CH2:10][O:11][CH3:12])=[O:7])([CH3:4])([CH3:3])[CH3:2]. The catalyst is C1COCC1.O. The product is [C:1]([O:5][C:6]([N:8]([CH2:13][C:14]1[CH:15]=[CH:16][C:17]([C:20]2[S:28][C:27]3[C:22](=[N:23][CH:24]=[CH:25][C:26]=3[O:29][C:30]3[CH:35]=[CH:34][C:33]([NH:36][C:37](=[O:43])[CH2:38][C:39]([OH:41])=[O:40])=[CH:32][C:31]=3[F:44])[CH:21]=2)=[N:18][CH:19]=1)[CH2:9][CH2:10][O:11][CH3:12])=[O:7])([CH3:4])([CH3:2])[CH3:3]. The yield is 0.920. (2) The product is [Br:1][C:2]1[CH:10]=[CH:9][C:8]([C:11]#[N:12])=[C:7]2[C:3]=1[CH:4]=[CH:5][N:6]2[S:22]([C:19]1[CH:20]=[CH:21][C:16]([CH3:15])=[CH:17][CH:18]=1)(=[O:24])=[O:23]. The catalyst is C1COCC1. The yield is 0.750. The reactants are [Br:1][C:2]1[CH:10]=[CH:9][C:8]([C:11]#[N:12])=[C:7]2[C:3]=1[CH:4]=[CH:5][NH:6]2.[H-].[Na+].[CH3:15][C:16]1[CH:21]=[CH:20][C:19]([S:22](Cl)(=[O:24])=[O:23])=[CH:18][CH:17]=1. (3) The reactants are [Br:1][C:2]1[CH:3]=[C:4]([C:11]([O:13][CH3:14])=[O:12])[C:5]2[CH:6]=[CH:7][NH:8][C:9]=2[CH:10]=1.[CH:15]1(B(O)O)[CH2:17][CH2:16]1.C(=O)([O-])[O-].[Na+].[Na+].N1C=CC=CC=1C1C=CC=CN=1.[NH4+].[Cl-]. The catalyst is ClCCCl.C([O-])(=O)C.[Cu+2].C([O-])(=O)C.C(OCC)(=O)C.O. The product is [Br:1][C:2]1[CH:3]=[C:4]([C:11]([O:13][CH3:14])=[O:12])[C:5]2[CH:6]=[CH:7][N:8]([CH:15]3[CH2:17][CH2:16]3)[C:9]=2[CH:10]=1. The yield is 0.716. (4) The reactants are C[Si](C)(C)[O:3][C:4]([C:6]1[CH:11]=[CH:10][C:9]([N:12]2[CH:16]=[N:15][CH:14]=[N:13]2)=[CH:8][CH:7]=1)=[CH2:5].Br[CH:20]([C:25]1[CH:30]=[C:29]([Cl:31])[CH:28]=[C:27]([Cl:32])[CH:26]=1)[C:21]([F:24])([F:23])[F:22].N1C=CC=CC=1C1C=CC=CN=1. The catalyst is ClC1C=CC=CC=1Cl.Cl[Cu]. The product is [N:12]1([C:9]2[CH:10]=[CH:11][C:6]([C:4](=[O:5])[CH2:3][CH:20]([C:25]3[CH:26]=[C:27]([Cl:32])[CH:28]=[C:29]([Cl:31])[CH:30]=3)[C:21]([F:24])([F:23])[F:22])=[CH:7][CH:8]=2)[CH:16]=[N:15][CH:14]=[N:13]1. The yield is 0.310.